From a dataset of NCI-60 drug combinations with 297,098 pairs across 59 cell lines. Regression. Given two drug SMILES strings and cell line genomic features, predict the synergy score measuring deviation from expected non-interaction effect. (1) Drug 1: C#CCC(CC1=CN=C2C(=N1)C(=NC(=N2)N)N)C3=CC=C(C=C3)C(=O)NC(CCC(=O)O)C(=O)O. Drug 2: CS(=O)(=O)OCCCCOS(=O)(=O)C. Cell line: CCRF-CEM. Synergy scores: CSS=30.9, Synergy_ZIP=-9.67, Synergy_Bliss=-2.48, Synergy_Loewe=-0.486, Synergy_HSA=0.232. (2) Drug 1: COC1=CC(=CC(=C1O)OC)C2C3C(COC3=O)C(C4=CC5=C(C=C24)OCO5)OC6C(C(C7C(O6)COC(O7)C8=CC=CS8)O)O. Drug 2: C1=C(C(=O)NC(=O)N1)N(CCCl)CCCl. Cell line: IGROV1. Synergy scores: CSS=46.4, Synergy_ZIP=1.84, Synergy_Bliss=3.35, Synergy_Loewe=9.40, Synergy_HSA=11.0. (3) Drug 1: CC1C(C(CC(O1)OC2CC(CC3=C2C(=C4C(=C3O)C(=O)C5=C(C4=O)C(=CC=C5)OC)O)(C(=O)CO)O)N)O.Cl. Drug 2: CC(CN1CC(=O)NC(=O)C1)N2CC(=O)NC(=O)C2. Cell line: M14. Synergy scores: CSS=12.5, Synergy_ZIP=-2.94, Synergy_Bliss=6.62, Synergy_Loewe=9.54, Synergy_HSA=8.63. (4) Drug 2: C(CN)CNCCSP(=O)(O)O. Cell line: U251. Synergy scores: CSS=0.202, Synergy_ZIP=1.44, Synergy_Bliss=1.54, Synergy_Loewe=-0.495, Synergy_HSA=-1.54. Drug 1: C1CN(P(=O)(OC1)NCCCl)CCCl. (5) Drug 1: C1CN1C2=NC(=NC(=N2)N3CC3)N4CC4. Drug 2: C1CNP(=O)(OC1)N(CCCl)CCCl. Cell line: UACC62. Synergy scores: CSS=28.0, Synergy_ZIP=-2.94, Synergy_Bliss=-4.53, Synergy_Loewe=-46.3, Synergy_HSA=-5.49. (6) Drug 1: C1CCC(C1)C(CC#N)N2C=C(C=N2)C3=C4C=CNC4=NC=N3. Drug 2: CS(=O)(=O)CCNCC1=CC=C(O1)C2=CC3=C(C=C2)N=CN=C3NC4=CC(=C(C=C4)OCC5=CC(=CC=C5)F)Cl. Cell line: NCI/ADR-RES. Synergy scores: CSS=-0.127, Synergy_ZIP=-2.67, Synergy_Bliss=-3.77, Synergy_Loewe=-11.7, Synergy_HSA=-4.84.